Task: Predict the reactants needed to synthesize the given product.. Dataset: Full USPTO retrosynthesis dataset with 1.9M reactions from patents (1976-2016) (1) Given the product [CH2:10]([O:13][C:14]1[CH:15]=[CH:16][C:17]([CH2:18][NH:1][CH2:2][CH2:3][CH2:4][CH2:5][CH2:6][C:7]([OH:9])=[O:8])=[CH:20][CH:21]=1)[C:11]#[CH:12], predict the reactants needed to synthesize it. The reactants are: [NH2:1][CH2:2][CH2:3][CH2:4][CH2:5][CH2:6][C:7]([OH:9])=[O:8].[CH2:10]([O:13][C:14]1[CH:21]=[CH:20][C:17]([CH:18]=O)=[CH:16][CH:15]=1)[C:11]#[CH:12].C(O)(=O)C.[BH-](OC(C)=O)(OC(C)=O)OC(C)=O.[Na+]. (2) Given the product [CH2:1]([O:8][C:9]1[N:14]=[C:13]([NH:15][C:16]2[CH:21]=[CH:20][CH:19]=[CH:18][C:17]=2[F:22])[C:12]([NH2:23])=[CH:11][CH:10]=1)[C:2]1[CH:7]=[CH:6][CH:5]=[CH:4][CH:3]=1, predict the reactants needed to synthesize it. The reactants are: [CH2:1]([O:8][C:9]1[N:14]=[C:13]([NH:15][C:16]2[CH:21]=[CH:20][CH:19]=[CH:18][C:17]=2[F:22])[C:12]([N+:23]([O-])=O)=[CH:11][CH:10]=1)[C:2]1[CH:7]=[CH:6][CH:5]=[CH:4][CH:3]=1. (3) Given the product [C:4]([CH2:6][CH2:7][C:8]1[C:9]([CH2:23][CH2:24][CH2:25][CH2:26][CH2:27][CH2:28][O:29][C:30]2[CH:38]=[C:37]([C:39]3[C:43]([CH3:44])=[CH:42][S:41][CH:40]=3)[CH:36]=[C:32]([C:33](=[O:34])[N:46]([CH3:47])[CH3:45])[CH:31]=2)=[CH:10][CH:11]=[CH:12][C:13]=1[O:14][CH2:15][CH2:16][CH2:17][C:18]([OH:20])=[O:19])([OH:3])=[O:5], predict the reactants needed to synthesize it. The reactants are: C([O:3][C:4]([CH2:6][CH2:7][C:8]1[C:13]([O:14][CH2:15][CH2:16][CH2:17][C:18]([O:20]CC)=[O:19])=[CH:12][CH:11]=[CH:10][C:9]=1[CH2:23][CH2:24][CH2:25][CH2:26][CH2:27][CH2:28][O:29][C:30]1[CH:31]=[C:32]([CH:36]=[C:37]([C:39]2[C:43]([CH3:44])=[CH:42][S:41][CH:40]=2)[CH:38]=1)[C:33](O)=[O:34])=[O:5])C.[CH3:45][NH:46][CH3:47].